From a dataset of Reaction yield outcomes from USPTO patents with 853,638 reactions. Predict the reaction yield, written as a fraction of the theoretical maximum amount of product (1.0 means a 100% yield; for example, 0.34 means a 34% yield). (1) The reactants are [CH3:1][C:2]1[CH:7]=[C:6]([C:8]2[N:12]=[C:11]([C:13]3[C:21]4[CH2:20][CH2:19][C:18]([CH3:23])([CH3:22])[CH2:17][C:16]=4[N:15]([CH3:24])[N:14]=3)[O:10][N:9]=2)[CH:5]=[C:4]([CH3:25])[C:3]=1[CH2:26][CH:27]([OH:30])[CH2:28]O.C1COCC1.CS(Cl)(=O)=O.[NH3:41].CO. The catalyst is Cl.O1CCOCC1. The product is [NH2:41][CH2:28][CH:27]([OH:30])[CH2:26][C:3]1[C:2]([CH3:1])=[CH:7][C:6]([C:8]2[N:12]=[C:11]([C:13]3[C:21]4[CH2:20][CH2:19][C:18]([CH3:23])([CH3:22])[CH2:17][C:16]=4[N:15]([CH3:24])[N:14]=3)[O:10][N:9]=2)=[CH:5][C:4]=1[CH3:25]. The yield is 0.360. (2) The reactants are [CH2:1]([N:8]1[CH2:12][CH:11]([C:13]2[CH:18]=[CH:17][C:16]([Cl:19])=[CH:15][CH:14]=2)[CH:10]([NH:20][CH3:21])[CH2:9]1)[C:2]1[CH:7]=[CH:6][CH:5]=[CH:4][CH:3]=1.CCN(CC)CC.[CH3:41][C:40]([O:39][C:37](O[C:37]([O:39][C:40]([CH3:43])([CH3:42])[CH3:41])=[O:38])=[O:38])([CH3:43])[CH3:42]. The catalyst is C(Cl)Cl.CN(C1C=CN=CC=1)C. The product is [C:40]([O:39][C:37](=[O:38])[N:20]([CH:10]1[CH:11]([C:13]2[CH:18]=[CH:17][C:16]([Cl:19])=[CH:15][CH:14]=2)[CH2:12][N:8]([CH2:1][C:2]2[CH:7]=[CH:6][CH:5]=[CH:4][CH:3]=2)[CH2:9]1)[CH3:21])([CH3:41])([CH3:42])[CH3:43]. The yield is 0.710.